This data is from Forward reaction prediction with 1.9M reactions from USPTO patents (1976-2016). The task is: Predict the product of the given reaction. (1) Given the reactants [OH:1][CH:2]([CH3:22])[CH:3]([N:5]1[C:13]2[C:8](=[CH:9][CH:10]=[CH:11][CH:12]=2)[C:7]([C:14]([O:16][C:17]([CH3:20])([CH3:19])[CH3:18])=[O:15])=[C:6]1[CH3:21])[CH3:4].[H-].[Na+].I[CH3:26], predict the reaction product. The product is: [CH3:26][O:1][CH:2]([CH3:22])[CH:3]([N:5]1[C:13]2[C:8](=[CH:9][CH:10]=[CH:11][CH:12]=2)[C:7]([C:14]([O:16][C:17]([CH3:20])([CH3:19])[CH3:18])=[O:15])=[C:6]1[CH3:21])[CH3:4]. (2) Given the reactants [CH2:1]([O:8][C:9]1[CH:14]=[CH:13][C:12]([OH:15])=[CH:11][CH:10]=1)[C:2]1[CH:7]=[CH:6][CH:5]=[CH:4][CH:3]=1.C(=O)([O-])[O-].[Cs+].[Cs+].Br[CH:23]([CH2:28][CH3:29])[C:24]([O:26][CH3:27])=[O:25], predict the reaction product. The product is: [CH2:1]([O:8][C:9]1[CH:10]=[CH:11][C:12]([O:15][CH:23]([CH2:28][CH3:29])[C:24]([O:26][CH3:27])=[O:25])=[CH:13][CH:14]=1)[C:2]1[CH:3]=[CH:4][CH:5]=[CH:6][CH:7]=1.